Dataset: NCI-60 drug combinations with 297,098 pairs across 59 cell lines. Task: Regression. Given two drug SMILES strings and cell line genomic features, predict the synergy score measuring deviation from expected non-interaction effect. (1) Drug 1: CCC1=C2CN3C(=CC4=C(C3=O)COC(=O)C4(CC)O)C2=NC5=C1C=C(C=C5)O. Drug 2: CCCCC(=O)OCC(=O)C1(CC(C2=C(C1)C(=C3C(=C2O)C(=O)C4=C(C3=O)C=CC=C4OC)O)OC5CC(C(C(O5)C)O)NC(=O)C(F)(F)F)O. Cell line: ACHN. Synergy scores: CSS=76.6, Synergy_ZIP=2.46, Synergy_Bliss=2.25, Synergy_Loewe=-2.50, Synergy_HSA=6.36. (2) Drug 1: C1=CC=C(C=C1)NC(=O)CCCCCCC(=O)NO. Drug 2: COCCOC1=C(C=C2C(=C1)C(=NC=N2)NC3=CC=CC(=C3)C#C)OCCOC.Cl. Cell line: OVCAR-8. Synergy scores: CSS=37.4, Synergy_ZIP=-8.41, Synergy_Bliss=-4.97, Synergy_Loewe=-24.3, Synergy_HSA=-3.36. (3) Drug 1: CC(C)(C#N)C1=CC(=CC(=C1)CN2C=NC=N2)C(C)(C)C#N. Drug 2: C1=NC2=C(N1)C(=S)N=CN2. Cell line: BT-549. Synergy scores: CSS=37.7, Synergy_ZIP=-8.83, Synergy_Bliss=-2.36, Synergy_Loewe=-0.825, Synergy_HSA=0.512. (4) Drug 1: CN(C(=O)NC(C=O)C(C(C(CO)O)O)O)N=O. Drug 2: CC12CCC3C(C1CCC2OP(=O)(O)O)CCC4=C3C=CC(=C4)OC(=O)N(CCCl)CCCl.[Na+]. Cell line: NCI-H322M. Synergy scores: CSS=8.76, Synergy_ZIP=-1.23, Synergy_Bliss=2.09, Synergy_Loewe=0.659, Synergy_HSA=0.328. (5) Drug 1: C(=O)(N)NO. Drug 2: N.N.Cl[Pt+2]Cl. Cell line: NCI-H460. Synergy scores: CSS=67.5, Synergy_ZIP=0.292, Synergy_Bliss=2.46, Synergy_Loewe=-13.9, Synergy_HSA=3.50.